From a dataset of TCR-epitope binding with 47,182 pairs between 192 epitopes and 23,139 TCRs. Binary Classification. Given a T-cell receptor sequence (or CDR3 region) and an epitope sequence, predict whether binding occurs between them. (1) The epitope is LEPLVDLPI. The TCR CDR3 sequence is CASSFHGGPLYNEQFF. Result: 1 (the TCR binds to the epitope). (2) The epitope is GILGFVFTL. The TCR CDR3 sequence is CSSRPPGGDEQFF. Result: 1 (the TCR binds to the epitope).